Dataset: HIV replication inhibition screening data with 41,000+ compounds from the AIDS Antiviral Screen. Task: Binary Classification. Given a drug SMILES string, predict its activity (active/inactive) in a high-throughput screening assay against a specified biological target. (1) The compound is COC(=O)C(CC1CC(=O)N(CCc2c[nH]c3ccccc23)C1)C(=O)OC. The result is 0 (inactive). (2) The molecule is CN1C(=O)N(C)C(N2CCCC2)c2c1nc1ccccn1c2=O. The result is 0 (inactive). (3) The drug is Cl.c1ccc2c(CN3CCC(C4CCN(Cc5cccc6ccccc56)CC4)CC3)cccc2c1. The result is 0 (inactive). (4) The compound is COC(=O)N1CCC2(CC=C(C)C)c3ccccc3N(S(=O)(=O)c3ccccc3)C12. The result is 0 (inactive). (5) The drug is O=C(O)CSc1nnc(S)c2[nH]cnc12. The result is 0 (inactive). (6) The drug is CC[C-]1[N+](=O)C(C)(C)NC1(C)C. The result is 0 (inactive). (7) The drug is Cc1ncc([N+](=O)[O-])n1CCN(C)C(=O)CCCn1ccnc1[N+](=O)[O-]. The result is 0 (inactive).